Predict the reactants needed to synthesize the given product. From a dataset of Full USPTO retrosynthesis dataset with 1.9M reactions from patents (1976-2016). Given the product [CH3:6][O:5][C:4]1[CH:3]=[C:2]([CH:10]=[CH:9][C:7]=1[O:8][S:21]([C:24]([F:27])([F:26])[F:25])(=[O:23])=[O:22])[C:1]([O:12][CH3:13])=[O:11], predict the reactants needed to synthesize it. The reactants are: [C:1]([O:12][CH3:13])(=[O:11])[C:2]1[CH:10]=[CH:9][C:7]([OH:8])=[C:4]([O:5][CH3:6])[CH:3]=1.C1C=CC(N([S:21]([C:24]([F:27])([F:26])[F:25])(=[O:23])=[O:22])[S:21]([C:24]([F:27])([F:26])[F:25])(=[O:23])=[O:22])=CC=1.C(=O)([O-])[O-].[Cs+].[Cs+].